From a dataset of Catalyst prediction with 721,799 reactions and 888 catalyst types from USPTO. Predict which catalyst facilitates the given reaction. (1) Reactant: [CH3:1][N:2]([CH3:20])[C:3]1([C:18]#N)[CH2:8][CH2:7][CH:6]([CH2:9][O:10][CH2:11][C:12]#[C:13][C:14]([CH3:17])([CH3:16])[CH3:15])[CH2:5][CH2:4]1.[C:21]1([Mg]Cl)[CH:26]=[CH:25]C=[CH:23][CH:22]=1.[Cl-].[NH4+].O. Product: [CH3:15][C:14]([CH3:17])([CH3:16])[C:13]#[C:12][CH2:11][O:10][CH2:9][CH:6]1[CH2:7][CH2:8][C:3]([C:18]2[CH:25]=[CH:26][CH:21]=[CH:22][CH:23]=2)([N:2]([CH3:20])[CH3:1])[CH2:4][CH2:5]1. The catalyst class is: 7. (2) Reactant: [CH:1]12[CH2:13][CH2:12][CH:8]([CH2:9][NH:10][CH2:11]1)[C:7]1[C:2]2=[CH:3][C:4]([NH:14][C:15]2[N:20]=[C:19]([NH:21][C:22]3[CH:31]=[CH:30][CH:29]=[CH:28][C:23]=3[C:24]([NH:26][CH3:27])=[O:25])[C:18]([Cl:32])=[CH:17][N:16]=2)=[CH:5][CH:6]=1.C(=O)([O-])[O-].[Cs+].[Cs+].[CH3:39][O:40][CH2:41][CH2:42]Br. Product: [Cl:32][C:18]1[C:19]([NH:21][C:22]2[CH:31]=[CH:30][CH:29]=[CH:28][C:23]=2[C:24]([NH:26][CH3:27])=[O:25])=[N:20][C:15]([NH:14][C:4]2[CH:3]=[C:2]3[C:7](=[CH:6][CH:5]=2)[CH:8]2[CH2:12][CH2:13][CH:1]3[CH2:11][N:10]([CH2:42][CH2:41][O:40][CH3:39])[CH2:9]2)=[N:16][CH:17]=1. The catalyst class is: 9. (3) Reactant: [Br:1][C:2]1([C:7]([OH:9])=[O:8])[CH2:6][CH2:5][CH2:4][CH2:3]1.[C:10](Cl)(=O)[C:11](Cl)=O.C(N(CC)C(C)C)(C)C. The catalyst class is: 85. Product: [Br:1][C:2]1([C:7]([O:9][CH2:10][CH3:11])=[O:8])[CH2:6][CH2:5][CH2:4][CH2:3]1. (4) Reactant: [NH:1]1[CH:5]=[CH:4][N:3]=[CH:2]1.[H-].[Li+].Cl.Br[C:10]1[CH:15]=[CH:14][CH:13]=[CH:12][N+:11]=1[O-:16]. Product: [N:1]1([C:10]2[CH:15]=[CH:14][CH:13]=[CH:12][N+:11]=2[O-:16])[CH:5]=[CH:4][N:3]=[CH:2]1. The catalyst class is: 9. (5) Reactant: CC1C=CC(S(O)(=O)=O)=CC=1.CC1C=CC(S(O)(=O)=O)=CC=1.[CH3:23][C:24]1([NH2:30])[CH2:29][CH2:28][NH:27][CH2:26][CH2:25]1.Cl[C:32]1[CH:37]=[C:36]([CH3:38])[N:35]=[CH:34][N:33]=1.[O-]P([O-])([O-])=O.[K+].[K+].[K+]. Product: [CH3:23][C:24]1([NH2:30])[CH2:29][CH2:28][N:27]([C:32]2[CH:37]=[C:36]([CH3:38])[N:35]=[CH:34][N:33]=2)[CH2:26][CH2:25]1. The catalyst class is: 37. (6) The catalyst class is: 2. Reactant: C1(P(C2C=CC=CC=2)C2C=CC=CC=2)C=CC=CC=1.[C:20]([Cl:24])(Cl)(Cl)Cl.[CH3:25][O:26][C:27](=[O:37])[C:28]1[C:33](CO)=[C:32]([Cl:36])[CH:31]=[N:30][CH:29]=1. Product: [CH3:25][O:26][C:27](=[O:37])[C:28]1[C:33]([CH2:32][Cl:36])=[C:20]([Cl:24])[CH:31]=[N:30][CH:29]=1.